From a dataset of Catalyst prediction with 721,799 reactions and 888 catalyst types from USPTO. Predict which catalyst facilitates the given reaction. (1) Reactant: Cl[C:2]1[CH:9]=[CH:8][C:7]([N+:10]([O-:12])=[O:11])=[CH:6][C:3]=1[CH:4]=[O:5].C(=O)([O-])[O-].[K+].[K+].[CH3:19][CH:20]([SH:22])[CH3:21]. Product: [CH:20]([S:22][C:2]1[CH:9]=[CH:8][C:7]([N+:10]([O-:12])=[O:11])=[CH:6][C:3]=1[CH:4]=[O:5])([CH3:21])[CH3:19]. The catalyst class is: 3. (2) Reactant: CN1CCOCC1.C(O[C:13]([N:15]1[CH2:20][CH2:19][CH:18]([C:21]([OH:23])=[O:22])[CH2:17][CH2:16]1)=[O:14])(C)(C)C.ClC(O[CH2:28][CH:29]([CH3:31])[CH3:30])=O.Cl.[NH2:33][CH2:34][C:35]([C:37]1[CH:42]=[CH:41][C:40]([F:43])=[C:39]([C:44]([F:47])([F:46])[F:45])[CH:38]=1)=[O:36]. Product: [C:29]([O:23][C:21]([CH:18]1[CH2:17][CH2:16][N:15]([C:13](=[O:14])[NH:33][CH2:34][C:35]([C:37]2[CH:42]=[CH:41][C:40]([F:43])=[C:39]([C:44]([F:47])([F:45])[F:46])[CH:38]=2)=[O:36])[CH2:20][CH2:19]1)=[O:22])([CH3:31])([CH3:30])[CH3:28]. The catalyst class is: 1. (3) Reactant: C[Si]([N-][Si](C)(C)C)(C)C.[Na+].[F:11][C:12]1[CH:40]=[CH:39][C:15]([C:16]([N:18]2[CH2:21][C:20]([CH2:25][O:26][C:27]3[CH:36]=[CH:35][C:34]4[C:29](=[CH:30][CH:31]=[C:32]([O:37][CH3:38])[CH:33]=4)[CH:28]=3)([C:22]([NH2:24])=[O:23])[CH2:19]2)=[O:17])=[CH:14][CH:13]=1.[CH3:41][S:42](Cl)(=[O:44])=[O:43]. Product: [F:11][C:12]1[CH:40]=[CH:39][C:15]([C:16]([N:18]2[CH2:19][C:20]([CH2:25][O:26][C:27]3[CH:36]=[CH:35][C:34]4[C:29](=[CH:30][CH:31]=[C:32]([O:37][CH3:38])[CH:33]=4)[CH:28]=3)([C:22]([NH:24][S:42]([CH3:41])(=[O:44])=[O:43])=[O:23])[CH2:21]2)=[O:17])=[CH:14][CH:13]=1. The catalyst class is: 7. (4) Product: [NH2:21][C:13]1[N:14]2[CH2:18][CH2:17][CH2:16][N:15]2[C:19](=[O:20])[C:12]=1/[N:11]=[C:26]1/[C:25]([OH:30])=[CH:24][C:23](=[NH:22])[C:28]([CH3:29])=[CH:27]/1. Reactant: CS(O)(=O)=O.CS(O)(=O)=O.[NH2:11][C:12]1[C:19](=[O:20])[N:15]2[CH2:16][CH2:17][CH2:18][N:14]2[C:13]=1[NH2:21].[NH2:22][C:23]1[CH:24]=[C:25]([OH:30])[CH:26]=[CH:27][C:28]=1[CH3:29].N.OO. The catalyst class is: 97. (5) Reactant: [F:1][C:2]1[CH:17]=[C:16]([CH:18]=O)[CH:15]=[CH:14][C:3]=1[O:4][C:5]1[N:6]=[CH:7][C:8]([C:11]([NH2:13])=[O:12])=[N:9][CH:10]=1.[CH2:20]([NH2:25])[CH2:21][CH:22]([CH3:24])[CH3:23].[BH4-].[Na+]. Product: [F:1][C:2]1[CH:17]=[C:16]([CH2:18][NH:25][CH2:20][CH2:21][CH:22]([CH3:24])[CH3:23])[CH:15]=[CH:14][C:3]=1[O:4][C:5]1[N:6]=[CH:7][C:8]([C:11]([NH2:13])=[O:12])=[N:9][CH:10]=1. The catalyst class is: 5. (6) Reactant: O[C:2]1[CH:3]=[C:4]2[C:9](=[CH:10][CH:11]=1)[N:8]=[C:7]([C:12]1[CH:13]=[N:14][CH:15]=[CH:16][CH:17]=1)[N:6]=[C:5]2[NH:18][C:19]1[CH:27]=[CH:26][CH:25]=[CH:24][C:20]=1[C:21]([NH2:23])=[O:22].Cl.Cl[CH2:30][CH2:31][N:32]([CH3:34])[CH3:33].C(=O)([O-])[O-:36].[Cs+].[Cs+]. Product: [CH3:33][N:32]([CH3:34])[CH2:31][CH2:30][O:36][N:18]([C:5]1[C:4]2[C:9](=[CH:10][CH:11]=[CH:2][CH:3]=2)[N:8]=[C:7]([C:12]2[CH:13]=[N:14][CH:15]=[CH:16][CH:17]=2)[N:6]=1)[C:19]1[C:20]([C:21]([NH2:23])=[O:22])=[CH:24][CH:25]=[CH:26][CH:27]=1. The catalyst class is: 18. (7) Reactant: [F:1][C:2]([F:25])([F:24])[C:3]([NH:5][C:6]1[CH:11]=[C:10]([O:12][Si:13]([CH:20]([CH3:22])[CH3:21])([CH:17]([CH3:19])[CH3:18])[CH:14]([CH3:16])[CH3:15])[CH:9]=[CH:8]C=1C)=[O:4].[O-][Mn](=O)(=O)=O.[K+].Cl.CC[O:35][C:36]([CH3:38])=[O:37]. Product: [F:25][C:2]([F:1])([F:24])[C:3]([NH:5][C:6]1[CH:11]=[C:10]([O:12][Si:13]([CH:20]([CH3:22])[CH3:21])([CH:14]([CH3:15])[CH3:16])[CH:17]([CH3:19])[CH3:18])[CH:9]=[CH:8][C:38]=1[C:36]([OH:35])=[O:37])=[O:4]. The catalyst class is: 664. (8) Reactant: [Cl:1][C:2]1[N:3]=[CH:4][CH:5]=[C:6]2[CH:10]=[C:9]([C:11]([OH:13])=O)[NH:8][C:7]=12.C(N1C=CN=C1)(N1C=CN=C1)=O.[CH2:26]([NH2:33])[C:27]1[CH:32]=[CH:31][CH:30]=[CH:29][CH:28]=1.O. Product: [CH2:26]([NH:33][C:11]([C:9]1[NH:8][C:7]2=[C:2]([Cl:1])[N:3]=[CH:4][CH:5]=[C:6]2[CH:10]=1)=[O:13])[C:27]1[CH:32]=[CH:31][CH:30]=[CH:29][CH:28]=1. The catalyst class is: 9. (9) Reactant: [F:1][C:2]([F:9])([F:8])[C:3]1([OH:7])[CH2:6][CH2:5][CH2:4]1.[CH:10]1[N:14]=[CH:13][N:12]([C:15](N2C=NC=C2)=[O:16])[CH:11]=1. Product: [N:12]1([C:15]([O:7][C:3]2([C:2]([F:9])([F:8])[F:1])[CH2:6][CH2:5][CH2:4]2)=[O:16])[CH:11]=[CH:10][N:14]=[CH:13]1. The catalyst class is: 1.